This data is from Catalyst prediction with 721,799 reactions and 888 catalyst types from USPTO. The task is: Predict which catalyst facilitates the given reaction. (1) The catalyst class is: 4. Reactant: [O:1]=[C:2]([N:19]1[C:27]2[C:22](=[C:23]([C:34]3[O:35][C:36](=[S:39])[NH:37][N:38]=3)[CH:24]=[C:25]([C:28]3[CH:33]=[CH:32][N:31]=[CH:30][CH:29]=3)[CH:26]=2)[CH2:21][CH2:20]1)[C@@H:3]([NH:11]C(=O)OC(C)(C)C)[CH2:4][C:5]1[CH:10]=[CH:9][CH:8]=[CH:7][CH:6]=1.FC(F)(F)C(O)=O. Product: [NH2:11][C@@H:3]([CH2:4][C:5]1[CH:6]=[CH:7][CH:8]=[CH:9][CH:10]=1)[C:2]([N:19]1[C:27]2[C:22](=[C:23]([C:34]3[O:35][C:36](=[S:39])[NH:37][N:38]=3)[CH:24]=[C:25]([C:28]3[CH:33]=[CH:32][N:31]=[CH:30][CH:29]=3)[CH:26]=2)[CH2:21][CH2:20]1)=[O:1]. (2) Reactant: C([Si]([O:8][CH2:9][C:10]1[S:11][C:12]([Cl:26])=[C:13]([C:15]2([C:19]3[CH:24]=[CH:23][CH:22]=[C:21]([Cl:25])[CH:20]=3)[CH2:18][CH2:17][O:16]2)[CH:14]=1)(C)C)(C)(C)C. Product: [Cl:26][C:12]1[S:11][C:10]([CH2:9][OH:8])=[CH:14][C:13]=1[C:15]1([C:19]2[CH:24]=[CH:23][CH:22]=[C:21]([Cl:25])[CH:20]=2)[CH2:18][CH2:17][O:16]1. The catalyst class is: 1. (3) Reactant: [N:1]12[CH2:11]CCN=C1CCCCC2.BrN1[C:17](=[O:18])CCC1=O.[CH2:20]([O:27][C:28]1[C:29]([C:53]2[CH:58]=[CH:57][C:56]([F:59])=[CH:55][CH:54]=2)=[CH:30][C:31]([CH2:51][CH3:52])=[C:32]([CH:50]=1)[O:33][CH2:34][CH2:35][CH2:36][O:37][C:38]1[C:39]([CH2:47][CH2:48][CH3:49])=[C:40]([CH:44]=[CH:45][CH:46]=1)C(N)=O)[C:21]1[CH:26]=[CH:25][CH:24]=[CH:23][CH:22]=1.S(=O)(=O)(O)[O-:61].[Na+]. Product: [CH2:20]([O:27][C:28]1[C:29]([C:53]2[CH:58]=[CH:57][C:56]([F:59])=[CH:55][CH:54]=2)=[CH:30][C:31]([CH2:51][CH3:52])=[C:32]([CH:50]=1)[O:33][CH2:34][CH2:35][CH2:36][O:37][C:38]1[C:39]([CH2:47][CH2:48][CH3:49])=[C:40]([NH:1][C:11](=[O:61])[O:18][CH3:17])[CH:44]=[CH:45][CH:46]=1)[C:21]1[CH:22]=[CH:23][CH:24]=[CH:25][CH:26]=1. The catalyst class is: 24. (4) Reactant: F[C:2]1[CH:3]=[CH:4][C:5]([N+:9]([O-:11])=[O:10])=[C:6]([CH3:8])[CH:7]=1.C(N(CC)CC)C.[NH:19]1[CH2:24][CH2:23][O:22][CH2:21][CH2:20]1. Product: [CH3:8][C:6]1[CH:7]=[C:2]([N:19]2[CH2:24][CH2:23][O:22][CH2:21][CH2:20]2)[CH:3]=[CH:4][C:5]=1[N+:9]([O-:11])=[O:10]. The catalyst class is: 10.